Dataset: Forward reaction prediction with 1.9M reactions from USPTO patents (1976-2016). Task: Predict the product of the given reaction. (1) The product is: [CH2:14]([C:10]1[C:11]([CH3:13])=[CH:12][C:7]([C:5]([NH2:18])=[O:4])=[N:8][CH:9]=1)[CH:15]([CH3:17])[CH3:16]. Given the reactants C([O:4][C:5]([C:7]1[CH:12]=[C:11]([CH3:13])[C:10]([CH2:14][CH:15]([CH3:17])[CH3:16])=[CH:9][N:8]=1)=O)(C)C.[NH3:18], predict the reaction product. (2) Given the reactants C(OC([NH:11][C@H:12]([CH2:29][P:30]([O:34][CH3:35])([O:32][CH3:33])=[O:31])[C:13]([NH:15][C:16]1[CH:21]=[CH:20][C:19]([N:22]2[CH2:27][CH2:26][O:25][CH2:24][C:23]2=[O:28])=[CH:18][CH:17]=1)=[O:14])=O)C1C=CC=CC=1.[H][H], predict the reaction product. The product is: [NH2:11][C@H:12]([CH2:29][P:30]([O:32][CH3:33])([O:34][CH3:35])=[O:31])[C:13]([NH:15][C:16]1[CH:21]=[CH:20][C:19]([N:22]2[CH2:27][CH2:26][O:25][CH2:24][C:23]2=[O:28])=[CH:18][CH:17]=1)=[O:14]. (3) Given the reactants [CH3:1][O:2][C:3]1[C:8](B(O)O)=[CH:7][CH:6]=[CH:5][CH:4]=1.O.[C:13]([OH:17])(=[O:16])[CH:14]=O.[CH3:18][N:19]1[CH2:24][CH2:23][NH:22][CH2:21][CH2:20]1, predict the reaction product. The product is: [CH3:1][O:2][C:3]1[CH:4]=[CH:5][CH:6]=[CH:7][C:8]=1[CH:14]([N:22]1[CH2:23][CH2:24][N:19]([CH3:18])[CH2:20][CH2:21]1)[C:13]([OH:17])=[O:16]. (4) Given the reactants [F:1][C:2]1[CH:3]=[C:4]([N:9]2[CH2:13][C@H:12]([CH2:14][N:15]3[CH:19]=[C:18]([CH3:20])[N:17]=[N:16]3)[O:11][C:10]2=[O:21])[CH:5]=[CH:6][C:7]=1I.C[Sn](C)(C)[C:24]1[CH:25]=[CH:26][C:27]([C:30]2[CH2:34][CH:33]([CH2:35][OH:36])[O:32][N:31]=2)=[N:28][CH:29]=1.O1C=CC=C1P(C1OC=CC=1)C1OC=CC=1, predict the reaction product. The product is: [F:1][C:2]1[CH:3]=[C:4]([N:9]2[CH2:13][C@H:12]([CH2:14][N:15]3[CH:19]=[C:18]([CH3:20])[N:17]=[N:16]3)[O:11][C:10]2=[O:21])[CH:5]=[CH:6][C:7]=1[C:24]1[CH:25]=[CH:26][C:27]([C:30]2[CH2:34][CH:33]([CH2:35][OH:36])[O:32][N:31]=2)=[N:28][CH:29]=1. (5) Given the reactants [N+:1]([C:4]1[CH:5]=[CH:6][C:7]([O:10][C:11]2[CH:12]=[C:13]3[C:18](=[CH:19][CH:20]=2)[O:17][CH:16]([C:21]2[CH:26]=[CH:25][CH:24]=[C:23]([O:27]CC4C=CC=CC=4)[CH:22]=2)[CH2:15][CH2:14]3)=[N:8][CH:9]=1)([O-])=O, predict the reaction product. The product is: [NH2:1][C:4]1[CH:5]=[CH:6][C:7]([O:10][C:11]2[CH:12]=[C:13]3[C:18](=[CH:19][CH:20]=2)[O:17][CH:16]([C:21]2[CH:22]=[C:23]([OH:27])[CH:24]=[CH:25][CH:26]=2)[CH2:15][CH2:14]3)=[N:8][CH:9]=1. (6) Given the reactants [C:1]1([C:7]2([N:17]3[CH2:21][CH2:20][CH2:19][CH2:18]3)[CH2:16][CH2:15][C:10]3(OCC[O:11]3)[CH2:9][CH2:8]2)[CH:6]=[CH:5][CH:4]=[CH:3][CH:2]=1.CN(C)C1(C2C=CC=CC=2)CCC2(CCNCC2)CC1, predict the reaction product. The product is: [C:1]1([C:7]2([N:17]3[CH2:21][CH2:20][CH2:19][CH2:18]3)[CH2:8][CH2:9][C:10](=[O:11])[CH2:15][CH2:16]2)[CH:2]=[CH:3][CH:4]=[CH:5][CH:6]=1.